From a dataset of Catalyst prediction with 721,799 reactions and 888 catalyst types from USPTO. Predict which catalyst facilitates the given reaction. (1) Reactant: [Cl:1][C:2]1[CH:3]=[C:4]([NH2:26])[C:5]([NH:9][CH:10]2[CH2:15][CH2:14][N:13]([C@H:16]3[CH2:21][CH2:20][C@H:19]([O:22][CH2:23][CH2:24][CH3:25])[CH2:18][CH2:17]3)[CH2:12][CH2:11]2)=[CH:6][C:7]=1[CH3:8].C(N(C(C)C)CC)(C)C.Cl[C:37](Cl)([O:39]C(=O)OC(Cl)(Cl)Cl)Cl.C([O-])(O)=O.[Na+]. Product: [ClH:1].[Cl:1][C:2]1[C:7]([CH3:8])=[CH:6][C:5]2[N:9]([CH:10]3[CH2:15][CH2:14][N:13]([C@H:16]4[CH2:21][CH2:20][C@H:19]([O:22][CH2:23][CH2:24][CH3:25])[CH2:18][CH2:17]4)[CH2:12][CH2:11]3)[C:37](=[O:39])[NH:26][C:4]=2[CH:3]=1. The catalyst class is: 46. (2) Reactant: [CH3:1][N:2]1[C:6]2[CH:7]=[CH:8][C:9]([C:11]([OH:13])=[O:12])=[CH:10][C:5]=2[N:4]=[C:3]1[CH3:14].[C:15]1(C)C=CC=CC=1. Product: [CH3:1][N:2]1[C:6]2[CH:7]=[CH:8][C:9]([C:11]([O:13][CH3:15])=[O:12])=[CH:10][C:5]=2[N:4]=[C:3]1[CH3:14]. The catalyst class is: 5. (3) Reactant: [Cl:1][C:2]1[CH:18]=[CH:17][C:16]([Cl:19])=[CH:15][C:3]=1[O:4][CH:5]([C:10]1[S:11][CH:12]=[CH:13][CH:14]=1)[CH2:6][CH2:7][CH2:8]I.[CH3:20][N:21]1[CH2:26][CH2:25][NH:24][CH2:23][CH2:22]1.[C:27]([OH:34])(=[O:33])/[CH:28]=[CH:29]/[C:30]([OH:32])=[O:31]. Product: [C:27]([OH:34])(=[O:33])/[CH:28]=[CH:29]/[C:30]([OH:32])=[O:31].[C:27]([OH:34])(=[O:33])/[CH:28]=[CH:29]/[C:30]([OH:32])=[O:31].[Cl:1][C:2]1[CH:18]=[CH:17][C:16]([Cl:19])=[CH:15][C:3]=1[O:4][CH:5]([C:10]1[S:11][CH:12]=[CH:13][CH:14]=1)[CH2:6][CH2:7][CH2:8][N:24]1[CH2:25][CH2:26][N:21]([CH3:20])[CH2:22][CH2:23]1. The catalyst class is: 7. (4) Reactant: [Cl:1][C:2]1[CH:18]=[CH:17][C:5]2[CH2:6][CH2:7][N:8]([C:11](=[O:16])[C:12]([F:15])([F:14])[F:13])[CH2:9][CH2:10][C:4]=2[C:3]=1[NH:19][CH2:20][CH2:21][CH2:22][C:23]1([C:28]2[CH:33]=[CH:32][CH:31]=[CH:30][CH:29]=2)OCCO1.CO.Cl.C([BH3-])#N.[Na+]. Product: [Cl:1][C:2]1[CH:18]=[CH:17][C:5]2[CH2:6][CH2:7][N:8]([C:11](=[O:16])[C:12]([F:14])([F:15])[F:13])[CH2:9][CH2:10][C:4]=2[C:3]=1[N:19]1[CH2:20][CH2:21][CH2:22][CH:23]1[C:28]1[CH:29]=[CH:30][CH:31]=[CH:32][CH:33]=1. The catalyst class is: 343. (5) Reactant: [Cl:1][C:2]1[CH:3]=[C:4]([C:8]2[C:13]([C:14]([NH:16][CH2:17][CH2:18][CH2:19][C:20]3[CH:25]=[CH:24][CH:23]=[CH:22][CH:21]=3)=[O:15])=[C:12]([CH3:26])[N:11]=[C:10](SC)[N:9]=2)[CH:5]=[CH:6][CH:7]=1.ClC1C=CC=C([C:36](OO)=[O:37])C=1.S(=O)(O)[O-].[Na+].C[O-].[Na+]. Product: [Cl:1][C:2]1[CH:3]=[C:4]([C:8]2[C:13]([C:14]([NH:16][CH2:17][CH2:18][CH2:19][C:20]3[CH:25]=[CH:24][CH:23]=[CH:22][CH:21]=3)=[O:15])=[C:12]([CH3:26])[N:11]=[C:10]([O:37][CH3:36])[N:9]=2)[CH:5]=[CH:6][CH:7]=1. The catalyst class is: 4.